This data is from Full USPTO retrosynthesis dataset with 1.9M reactions from patents (1976-2016). The task is: Predict the reactants needed to synthesize the given product. (1) Given the product [CH3:41][O:40][C:34]1[CH:33]=[C:32]([C:29]2[S:28][C:27]3=[N:26][CH:25]=[C:24]([C:17]4[CH:16]=[N:15][C:14]([N:11]5[CH2:10][CH2:9][NH:8][CH2:13][CH2:12]5)=[C:19]([C:20]([F:22])([F:23])[F:21])[CH:18]=4)[N:31]3[N:30]=2)[CH:37]=[CH:36][C:35]=1[O:38][CH3:39].[ClH:42], predict the reactants needed to synthesize it. The reactants are: C(OC([N:8]1[CH2:13][CH2:12][N:11]([C:14]2[C:19]([C:20]([F:23])([F:22])[F:21])=[CH:18][C:17]([C:24]3[N:31]4[C:27]([S:28][C:29]([C:32]5[CH:37]=[CH:36][C:35]([O:38][CH3:39])=[C:34]([O:40][CH3:41])[CH:33]=5)=[N:30]4)=[N:26][CH:25]=3)=[CH:16][N:15]=2)[CH2:10][CH2:9]1)=O)(C)(C)C.[ClH:42]. (2) The reactants are: [F:1][C:2]([F:35])([CH3:34])[C:3]([NH:5][C@@H:6]([CH3:33])[C@H:7]([O:14][C:15]1[CH:16]=[C:17]2[C:21](=[CH:22][CH:23]=1)[N:20]([C:24]1[CH:25]=[C:26]([CH:30]=[CH:31][CH:32]=1)[C:27]([NH2:29])=[O:28])[N:19]=[CH:18]2)[C:8]1[CH:13]=[CH:12][CH:11]=[CH:10][CH:9]=1)=[O:4].Cl.N[C@H:38]([C:42]1[CH:47]=[CH:46][CH:45]=[CH:44][CH:43]=1)[C:39]([NH2:41])=[O:40]. Given the product [NH2:41][C:39](=[O:40])[C@H:38]([NH:29][C:27](=[O:28])[C:26]1[CH:30]=[CH:31][CH:32]=[C:24]([N:20]2[C:21]3[C:17](=[CH:16][C:15]([O:14][C@H:7]([C:8]4[CH:9]=[CH:10][CH:11]=[CH:12][CH:13]=4)[C@@H:6]([NH:5][C:3](=[O:4])[C:2]([F:1])([F:35])[CH3:34])[CH3:33])=[CH:23][CH:22]=3)[CH:18]=[N:19]2)[CH:25]=1)[C:42]1[CH:47]=[CH:46][CH:45]=[CH:44][CH:43]=1, predict the reactants needed to synthesize it. (3) Given the product [Br:1][C:2]1[CH:3]=[CH:4][C:5]([O:17][CH2:18][CH:19]([CH3:20])[CH3:21])=[C:6]([C:8]2[N:22]([C:23]3[CH:24]=[C:25]([C:29]([F:32])=[CH:30][CH:31]=3)[C:26]([OH:28])=[O:27])[CH:11]=[CH:10][CH:9]=2)[CH:7]=1, predict the reactants needed to synthesize it. The reactants are: [Br:1][C:2]1[CH:3]=[CH:4][C:5]([O:17][CH2:18][CH:19]([CH3:21])[CH3:20])=[C:6]([C:8](=O)[CH2:9][CH2:10][CH:11]2OCCO2)[CH:7]=1.[NH2:22][C:23]1[CH:24]=[C:25]([C:29]([F:32])=[CH:30][CH:31]=1)[C:26]([OH:28])=[O:27].CC1C=CC(S(O)(=O)=O)=CC=1.Cl. (4) Given the product [OH:21][CH:19]([CH:12]1[C:13]2[CH:14]=[CH:15][CH:16]=[CH:17][C:18]=2[C:9](=[O:10])[O:11]1)[CH3:20], predict the reactants needed to synthesize it. The reactants are: C([N-]C(C)C)(C)C.[Li+].[C:9]1([C:18]2[C:13](=[CH:14][CH:15]=[CH:16][CH:17]=2)[CH2:12][O:11]1)=[O:10].[CH:19](=[O:21])[CH3:20]. (5) Given the product [F:15][C:16]1[CH:17]=[C:18]([S:23]([NH:1][C:4]2[CH:13]=[CH:12][CH:11]=[C:10]3[C:5]=2[CH:6]=[CH:7][C:8]([NH:27][C@H:28]2[C:36]4[C:31](=[CH:32][CH:33]=[CH:34][CH:35]=4)[CH2:30][CH2:29]2)=[N:9]3)(=[O:25])=[O:24])[CH:19]=[C:20]([F:22])[CH:21]=1, predict the reactants needed to synthesize it. The reactants are: [N+:1]([C:4]1[CH:13]=[CH:12][CH:11]=[C:10]2[C:5]=1[CH:6]=[CH:7][C:8](Cl)=[N:9]2)([O-])=O.[F:15][C:16]1[CH:17]=[C:18]([S:23](Cl)(=[O:25])=[O:24])[CH:19]=[C:20]([F:22])[CH:21]=1.[NH2:27][C@H:28]1[C:36]2[C:31](=[CH:32][CH:33]=[CH:34][CH:35]=2)[CH2:30][CH2:29]1. (6) Given the product [Cl:1][C:2]1[CH:3]=[C:4]([CH:28]=[CH:29][C:30]=1[Cl:31])[C:5]([NH:7][C:8]1[CH:27]=[CH:26][C:11]([O:12][C:13]2[CH:14]=[CH:15][C:16]([CH2:19][CH2:20][C:21]([OH:23])=[O:22])=[CH:17][CH:18]=2)=[CH:10][CH:9]=1)=[O:6], predict the reactants needed to synthesize it. The reactants are: [Cl:1][C:2]1[CH:3]=[C:4]([CH:28]=[CH:29][C:30]=1[Cl:31])[C:5]([NH:7][C:8]1[CH:27]=[CH:26][C:11]([O:12][C:13]2[CH:18]=[CH:17][C:16]([CH2:19][CH2:20][C:21]([O:23]CC)=[O:22])=[CH:15][CH:14]=2)=[CH:10][CH:9]=1)=[O:6].[OH-].[Na+].O.Cl. (7) The reactants are: [CH2:1]([N:8]1[C:12](=[O:13])[C:11]([C:14]2[CH:19]=[CH:18][CH:17]=[CH:16][CH:15]=2)=[C:10]([NH:20][C:21]2[CH:26]=[CH:25][C:24]([O:27][CH3:28])=[CH:23][CH:22]=2)[C:9]1=O)[C:2]1[CH:7]=[CH:6][CH:5]=[CH:4][CH:3]=1.COC1C=CC(P2(SP(C3C=CC(OC)=CC=3)(=S)S2)=[S:39])=CC=1. Given the product [CH2:1]([N:8]1[C:9](=[S:39])[C:10]([NH:20][C:21]2[CH:26]=[CH:25][C:24]([O:27][CH3:28])=[CH:23][CH:22]=2)=[C:11]([C:14]2[CH:19]=[CH:18][CH:17]=[CH:16][CH:15]=2)[C:12]1=[O:13])[C:2]1[CH:7]=[CH:6][CH:5]=[CH:4][CH:3]=1, predict the reactants needed to synthesize it. (8) Given the product [BrH:1].[OH:16][CH2:15][C@@H:13]1[CH2:14][NH:9][CH2:10][C@H:11]([OH:24])[C@H:12]1[C:17]1[CH:22]=[CH:21][C:20]([OH:23])=[CH:19][CH:18]=1, predict the reactants needed to synthesize it. The reactants are: [BrH:1].C([N:9]1[CH2:14][C@@H:13]([CH2:15][OH:16])[C@H:12]([C:17]2[CH:22]=[CH:21][C:20]([OH:23])=[CH:19][CH:18]=2)[C@@H:11]([OH:24])[CH2:10]1)C1C=CC=CC=1. (9) Given the product [CH2:19]([N:13]([CH2:6][C:7]1[CH:8]=[CH:9][CH:10]=[CH:11][CH:12]=1)[C@@H:14]([CH2:17][CH3:18])[C@H:15]([OH:16])[CH3:4])[C:20]1[CH:21]=[CH:22][CH:23]=[CH:24][CH:25]=1, predict the reactants needed to synthesize it. The reactants are: S(C)C.[CH3:4][Li].[CH2:6]([N:13]([CH2:19][C:20]1[CH:25]=[CH:24][CH:23]=[CH:22][CH:21]=1)[C@@H:14]([CH2:17][CH3:18])[CH:15]=[O:16])[C:7]1[CH:12]=[CH:11][CH:10]=[CH:9][CH:8]=1.